Dataset: Catalyst prediction with 721,799 reactions and 888 catalyst types from USPTO. Task: Predict which catalyst facilitates the given reaction. (1) Reactant: [CH:1]12[N:8]([CH2:9][CH2:10][CH2:11][CH:12]([C:24]3[CH:31]=[CH:30][C:27]([C:28]#[N:29])=[CH:26][CH:25]=3)[O:13][C:14]3[CH:19]=[CH:18][C:17]([O:20][CH3:21])=[C:16]([O:22][CH3:23])[CH:15]=3)[CH:5]([CH2:6][CH2:7]1)[CH2:4][NH:3][CH2:2]2.[C:32](O[C:32]([O:34][C:35]([CH3:38])([CH3:37])[CH3:36])=[O:33])([O:34][C:35]([CH3:38])([CH3:37])[CH3:36])=[O:33]. Product: [C:28]([C:27]1[CH:30]=[CH:31][C:24]([CH:12]([O:13][C:14]2[CH:19]=[CH:18][C:17]([O:20][CH3:21])=[C:16]([O:22][CH3:23])[CH:15]=2)[CH2:11][CH2:10][CH2:9][N:8]2[CH:1]3[CH2:7][CH2:6][CH:5]2[CH2:4][N:3]([C:32]([O:34][C:35]([CH3:38])([CH3:37])[CH3:36])=[O:33])[CH2:2]3)=[CH:25][CH:26]=1)#[N:29]. The catalyst class is: 1. (2) Reactant: Cl.[N:2]1[CH:7]=[CH:6][CH:5]=[CH:4][C:3]=1[C:8](=[NH:10])[NH2:9].[Cl:11][C:12]([SH:15])(Cl)Cl.[OH-].[Na+]. Product: [Cl:11][C:12]1[S:15][N:9]=[C:8]([C:3]2[CH:4]=[CH:5][CH:6]=[CH:7][N:2]=2)[N:10]=1. The catalyst class is: 46. (3) Reactant: [NH2:1][C:2]1[C:7]([NH2:8])=[C:6]([C:9]#[N:10])[CH:5]=[CH:4][C:3]=1[C:11]1[CH:16]=[CH:15][CH:14]=[C:13]([N:17]2[C:26](=[O:27])[C:25]3[C:20](=[CH:21][CH:22]=[CH:23][CH:24]=3)[N:19]=[CH:18]2)[C:12]=1[CH3:28].[CH3:29][N:30]1[CH:34]=[C:33]([CH:35]=O)[CH:32]=[N:31]1.C[Si](Cl)(C)C. Product: [CH3:29][N:30]1[CH:34]=[C:33]([C:35]2[NH:8][C:7]3[C:6]([C:9]#[N:10])=[CH:5][CH:4]=[C:3]([C:11]4[CH:16]=[CH:15][CH:14]=[C:13]([N:17]5[C:26](=[O:27])[C:25]6[C:20](=[CH:21][CH:22]=[CH:23][CH:24]=6)[N:19]=[CH:18]5)[C:12]=4[CH3:28])[C:2]=3[N:1]=2)[CH:32]=[N:31]1. The catalyst class is: 31.